From a dataset of Forward reaction prediction with 1.9M reactions from USPTO patents (1976-2016). Predict the product of the given reaction. (1) Given the reactants [Cl:1][C:2]1[CH:7]=[CH:6][CH:5]=[CH:4][C:3]=1[SH:8].[H-].[Na+].[CH3:11][O:12][C:13]([CH:15]1[CH2:19][CH2:18][CH:17](OS(C)(=O)=O)[CH2:16]1)=[O:14], predict the reaction product. The product is: [CH3:11][O:12][C:13]([CH:15]1[CH2:19][CH2:18][CH:17]([S:8][C:3]2[CH:4]=[CH:5][CH:6]=[CH:7][C:2]=2[Cl:1])[CH2:16]1)=[O:14]. (2) Given the reactants [Li+].[OH-].[CH3:3][C:4]1[CH:9]=[C:8]([CH3:10])[CH:7]=[C:6]([CH3:11])[C:5]=1[NH:12][C:13]([NH:15][C:16]1[C:17]([C:26]([NH:28][C:29]2[CH:30]=[C:31]([C:39]([O:41]C)=[O:40])[CH:32]=[C:33]([C:35]([O:37]C)=[O:36])[CH:34]=2)=[O:27])=[CH:18][C:19]2[C:24]([CH:25]=1)=[CH:23][CH:22]=[CH:21][CH:20]=2)=[O:14].Cl.C(OCC)(=O)C, predict the reaction product. The product is: [CH3:11][C:6]1[CH:7]=[C:8]([CH3:10])[CH:9]=[C:4]([CH3:3])[C:5]=1[NH:12][C:13]([NH:15][C:16]1[C:17]([C:26]([NH:28][C:29]2[CH:30]=[C:31]([C:39]([OH:41])=[O:40])[CH:32]=[C:33]([C:35]([OH:37])=[O:36])[CH:34]=2)=[O:27])=[CH:18][C:19]2[C:24]([CH:25]=1)=[CH:23][CH:22]=[CH:21][CH:20]=2)=[O:14]. (3) Given the reactants [Br:1][C:2]1[CH:9]=[CH:8][C:7]([OH:10])=[CH:6][C:3]=1[CH:4]=[O:5].F[C:12]1[CH:19]=[CH:18][C:17]([F:20])=[CH:16][C:13]=1[C:14]#[N:15].C(=O)([O-])[O-].[K+].[K+], predict the reaction product. The product is: [Br:1][C:2]1[CH:9]=[CH:8][C:7]([O:10][C:12]2[CH:19]=[CH:18][C:17]([F:20])=[CH:16][C:13]=2[C:14]#[N:15])=[CH:6][C:3]=1[CH:4]=[O:5].